Dataset: Retrosynthesis with 50K atom-mapped reactions and 10 reaction types from USPTO. Task: Predict the reactants needed to synthesize the given product. (1) Given the product Cn1c(N(Cc2ccc(C(=O)Nc3nnn[nH]3)cc2)C2CCC(C(C)(C)C)CC2)nc2cc(O)ccc21, predict the reactants needed to synthesize it. The reactants are: Cn1c(N(Cc2ccc(C(=O)O)cc2)C2CCC(C(C)(C)C)CC2)nc2cc(O)ccc21.Nc1nnn[nH]1. (2) Given the product C=C1[C@H]2[C@H](C)O[C@H](OC)[C@H]2C[C@H]2CCCC[C@H]12, predict the reactants needed to synthesize it. The reactants are: CO[C@H]1O[C@@H](C)[C@@H]2C(=O)[C@H]3CCCC[C@@H]3C[C@H]12.C[Si](C)(C)[N-][Si](C)(C)C. (3) Given the product C=CCOc1ccc(CO[C@H]([C@H]2O[C@@H]3SC(N(C)C)=N[C@@H]3[C@@H](O)[C@@H]2O)C(F)(F)F)cc1, predict the reactants needed to synthesize it. The reactants are: C=CCOc1ccc(CCl)cc1.CN(C)C1=N[C@H]2[C@H](O[C@H]([C@@H](O)C(F)(F)F)[C@@H](O)[C@@H]2O)S1.